Dataset: Catalyst prediction with 721,799 reactions and 888 catalyst types from USPTO. Task: Predict which catalyst facilitates the given reaction. Reactant: Cl[C:2]1[N:6]([CH2:7][O:8][CH2:9][CH2:10][Si:11]([CH3:14])([CH3:13])[CH3:12])[C:5]2[CH:15]=[CH:16][CH:17]=[CH:18][C:4]=2[N:3]=1.[CH2:19]([N:21]1[C:29]2[C:24](=[N:25][CH:26]=[CH:27][CH:28]=2)[N:23]([C:30]2[CH:35]=[CH:34][C:33]([OH:36])=[CH:32][CH:31]=2)[C:22]1=[O:37])[CH3:20].[H-].[Na+]. Product: [CH2:19]([N:21]1[C:29]2[C:24](=[N:25][CH:26]=[CH:27][CH:28]=2)[N:23]([C:30]2[CH:31]=[CH:32][C:33]([O:36][C:2]3[N:6]([CH2:7][O:8][CH2:9][CH2:10][Si:11]([CH3:14])([CH3:13])[CH3:12])[C:5]4[CH:15]=[CH:16][CH:17]=[CH:18][C:4]=4[N:3]=3)=[CH:34][CH:35]=2)[C:22]1=[O:37])[CH3:20]. The catalyst class is: 3.